The task is: Predict the reactants needed to synthesize the given product.. This data is from Full USPTO retrosynthesis dataset with 1.9M reactions from patents (1976-2016). (1) Given the product [C:10]([O:13][C:14](=[O:15])[NH:7][CH:4]1[CH2:5][CH2:6][CH:1]([NH2:8])[CH2:2][CH2:3]1)([CH3:12])([CH3:11])[CH3:9], predict the reactants needed to synthesize it. The reactants are: [C@H:1]1([NH2:8])[CH2:6][CH2:5][C@H:4]([NH2:7])[CH2:3][CH2:2]1.[CH3:9][C:10]([O:13][C:14](O[C:14]([O:13][C:10]([CH3:12])([CH3:11])[CH3:9])=[O:15])=[O:15])([CH3:12])[CH3:11]. (2) Given the product [F:1][CH:2]([F:13])[O:3][CH2:4][C@@H:5]([NH:6][C:16]([NH2:17])=[O:15])[C:7]1[CH:12]=[CH:11][CH:10]=[CH:9][CH:8]=1, predict the reactants needed to synthesize it. The reactants are: [F:1][CH:2]([F:13])[O:3][CH2:4][C@H:5]([C:7]1[CH:12]=[CH:11][CH:10]=[CH:9][CH:8]=1)[NH2:6].Cl.[O-:15][C:16]#[N:17].[K+]. (3) Given the product [C:1]([O:5][C:6]([N:8]1[CH2:13][CH2:12][CH:11]([CH:14]2[O:24][C:21]3=[CH:20][N:19]=[C:18]([Cl:23])[CH:17]=[C:16]3[CH2:15]2)[CH2:10][CH2:9]1)=[O:7])([CH3:4])([CH3:3])[CH3:2], predict the reactants needed to synthesize it. The reactants are: [C:1]([O:5][C:6]([N:8]1[CH2:13][CH2:12][CH:11]([CH:14]([OH:24])[CH2:15][C:16]2[C:21](Br)=[CH:20][N:19]=[C:18]([Cl:23])[CH:17]=2)[CH2:10][CH2:9]1)=[O:7])([CH3:4])([CH3:3])[CH3:2].C(P(C(C)(C)C)C1C=CC2C(=CC=CC=2)C=1C1C2C(=CC=CC=2)C=CC=1)(C)(C)C.C(=O)([O-])[O-].[Cs+].[Cs+].C(OCC)(=O)C. (4) Given the product [F:1][CH2:2][CH:3]([N:5]1[C:13]2[C:8](=[CH:9][C:10]([N+:15]([O-:17])=[O:16])=[CH:11][CH:12]=2)[CH2:7][C:6]1=[O:14])[CH3:4], predict the reactants needed to synthesize it. The reactants are: [F:1][CH2:2][CH:3]([N:5]1[C:13]2[C:8](=[CH:9][CH:10]=[CH:11][CH:12]=2)[CH2:7][C:6]1=[O:14])[CH3:4].[N+:15]([O-])([O-:17])=[O:16].[Na+]. (5) Given the product [CH3:17][C:16]([CH3:24])([CH:18]=[CH2:19])[CH2:15][C:14](=[O:25])[C:13]([NH:12][C:11]1[CH:2]=[C:3]2[C:8]([CH2:6][O:5][C:4]2=[O:32])=[CH:9][CH:10]=1)=[O:26], predict the reactants needed to synthesize it. The reactants are: Br[C:2]1[C:11]([NH:12][C:13](=[O:26])[C:14](=[O:25])[CH2:15][C:16]([CH3:24])([C:18]2C=CC=C[CH:19]=2)[CH3:17])=[CH:10][CH:9]=[C:8]2[C:3]=1[CH2:4][O:5][C:6]2=O.NC1C=C2C(=CC=1)C(=O)[O:32]C2.CC(C)(C=C)CC(=O)C(O)=O. (6) Given the product [N:7]1([CH:5]([CH3:6])[C:4]([NH:13][NH2:14])=[O:3])[CH2:11][CH2:10][CH2:9][CH2:8]1, predict the reactants needed to synthesize it. The reactants are: C([O:3][C:4](=O)[CH:5]([N:7]1[CH2:11][CH2:10][CH2:9][CH2:8]1)[CH3:6])C.[NH2:13][NH2:14].